The task is: Predict the product of the given reaction.. This data is from Forward reaction prediction with 1.9M reactions from USPTO patents (1976-2016). Given the reactants [N+:1]([C:4]1[CH:9]=[CH:8][C:7]([CH2:10][C:11](O)=O)=[CH:6][CH:5]=1)([O-:3])=[O:2].[Cl:14][C:15]1[CH:16]=[C:17]([CH:20]=[CH:21][C:22]=1[Cl:23])C=O, predict the reaction product. The product is: [Cl:14][C:15]1[CH:16]=[CH:17][C:20]([CH:11]=[CH:10][C:7]2[CH:8]=[CH:9][C:4]([N+:1]([O-:3])=[O:2])=[CH:5][CH:6]=2)=[CH:21][C:22]=1[Cl:23].